This data is from Drug-target binding data from BindingDB using Ki measurements. The task is: Regression. Given a target protein amino acid sequence and a drug SMILES string, predict the binding affinity score between them. We predict pKi (pKi = -log10(Ki in M); higher means stronger inhibition). Dataset: bindingdb_ki. (1) The drug is CCc1nc2c(C)nc(C)cc2n1-c1ccc(CCNC(=O)NS(=O)(=O)c2ccc(C)cc2)cc1. The target protein sequence is MSTPGANASASSTPDRPNSPVTIPAVMFIFGVVGNLVAIVVLCKSRKEQKETTFYTLVCGLAVTDLLGTLLVSPVTIATYMKGQWPGGEALCEYSTFILLFFSLSGLSIICAMSIERYLAINHAYFYSHYVDKRLAGLTLVAVYASNVLFCALPNMGLGSSRLQYPDTWCFIDWTTNVTAHAAFSYMYAGFSSFLILATVLCNVLVCGALLRMHRQFMRRTSLGTEQHPAAGALAVPSALCRSHPAAAAPSPALPRLSDFRRRRSFRGIAGAEIQMVILLIATSLVVLICSIPLVVRVFINQLYQPRLVKEISKNPDLQAIRIAAVNPILDPWIYILLRKTVLSKAIEKIKCLFCRIGGSRRDRSGQHCSESRRTSSAMSGHSRSFLSRELKETSSTSQTLLYMPDLSENGLGGRNLLPGVPGMGLPQADTTSLRTLRISETSDSSQGQDSESVLLVDEVGGSSHQSGPGPKGNSLQVTFPNETLNLSEKCI. The pKi is 7.6. (2) The target protein (Q66HS9) has sequence MPSESSVKATAAPPPFPLPPDGGWGWVVVCASFISIGFSYAFPKAVTVFFNDIKDIFKTTSSQIAWISSIMLAVMYAGGPISSVLVNNYGSRPVVIVGGLLCCTGMILASFSSSVIELYLTVGFIGGLGLAFNLQPALTIIGKYFYRKRPLANGFAMAGSPVFLSTLAPFNQFLFNSYGWKGSFLILGAIFLHSCVAGCLMRPVGPSPRAAKSKSKVGSRQDSSTKRLSKVSTAEKINRFLDFGLFTHRGFLIYLSGNVVLFLGMFAPIIFLAPYAKDKGVDDYNSAFLLSVMAFTDMFARPSVGLIANTSLIRPRIQYLFSVAIMFTGICHLLCPLAHSYTALVVYVIFFGIGFGSISSLLFECLMDQVGASRFSSAVGLVTIVECCPVLFGPPLAGKLLDITGQYKYLYIASGIVVLSSGIYLLICNAINYRLLEKERKREKARRKKSASQASKEMEALSRSKQDDVTVKVSNTHNPPSDRDKESSI. The drug is CC(=O)C(=O)O. The pKi is 4.1. (3) The compound is C[C@H](NP(=O)(O)OC[C@H]1OC(n2ccc(N)nc2=O)[C@H](O)[C@@H]1O)C(=O)O. The target protein (P13721) has sequence MIHTNLKKKFSLFILVFLLFAVICVWKKGSDYEALTLQAKEFQMPKSQEKVAMGSASQVVFSNSKQDPKEDIPILSYHRVTAKVKPQPSFQVWDKDSTYSKLNPRLLKIWRNYLNMNKYKVSYKGPGPGVKFSVEALRCHLRDHVNVSMIEATDFPFNTTEWEGYLPKENFRTKVGPWQRCAVVSSAGSLKNSQLGREIDNHDAVLRFNGAPTDNFQQDVGSKTTIRLMNSQLVTTEKRFLKDSLYTEGILIVWDPSVYHADIPKWYQKPDYNFFETYKSYRRLNPSQPFYILKPQMPWELWDIIQEISADLIQPNPPSSGMLGIIIMMTLCDQVDIYEFLPSKRKTDVCYYHQKFFDSACTMGAYDPLLFEKNMVKHLNEGTDEDIYLFGKATLSGFRNIRC. The pKi is 2.8. (4) The target protein (P28494) has sequence MKLSRQFTVFGSAIFCVVIFSLYLMLDRGHLDYPRGPRQEGSFPQGQLSILQEKIDHLERLLAENNEIISNIRDSVINLSESVEDGPRGPAGNASQGSAHLHSAQLALQADPKDCLFASQSGNQHRDVQMLDVYDLIPFDNPDGGVWKQGFDIKYEADEWDREPLQVFVVPHSHNDPGWLKTFNDYFRDKTQYIFNNMVLKLKEDSSRKFIWSEISYLAKWWDIIDNPKKEAVKSLLQNGQLEIVTGGWVMADEATTHYFALIDQLIEGHQWLEKNLGVKPRSGWAIDPFGHSPTMTYLLKRAGFSHMLIQRVHYSVKKHFSLQKTLEFFWRQNWDLGSTTDILCHMMPFYSYDIPHTCGPDPKICCQFDFKRLPGGRYGCPWGVPPEAISPGNVQSRAQMLLDQYRKKSKLFRTKVLLAPLGDDFRFSEYTEWDLQYRNYEQLFSYMNSQPHLKVKIQFGTLSDYFDALEKSVAAEKKGGQSVFPALSGDFFTYADRDD.... The pKi is 3.9. The compound is CCCCN1C[C@@H](O)[C@H](O)[C@H]1CO. (5) The drug is Nc1nc2c(ncn2/C=C2/CC2(CO)CO)c(=O)[nH]1. The target protein sequence is MSSALRSRARSASLGTTTQGWDPPPLRRPSRARRRQWMREAAQAAAQAAVQAAQAAAAQVAQAHVDEDEVVDLMADEAGGGVTTLTTLSSVSTTTVLGHATFSACVRSDVMRDGEKEDAASDKENLRRPVVPSTSSRGSAASGDGYHGLRCRETSAMWSFEYDRDGDVTSVRRALFTGGSDPSDSVSGVRGGRKRPLRPPLVSLARTPLCRRRVGGVDAVLEENDVELRAESQDSAVASGPGRVPQPLSGSSGEESATAVEADSTSHDDVHCTCSNDQIITTSIRGLTCDPRMFLRLTHPELCELSISYLLVYVPKEDDFCHKICYAVDMSDESYRLGQGSFGEVWPLDRYRVVKVARKHSETVLTVWMSGLIRTRAAGEQQQPPSLMGTGVHRGLLTATGCCLLHNVTVHRRFHTDMFHHDQWKLACIDSYRRAFCTLADAIKFLNHQCRVCHFDITPMNVLIDVNPHNPSEIVRAALCDYSLSEPYPDYNERCVAVFQ.... The pKi is 8.5. (6) The target protein (P28494) has sequence MKLSRQFTVFGSAIFCVVIFSLYLMLDRGHLDYPRGPRQEGSFPQGQLSILQEKIDHLERLLAENNEIISNIRDSVINLSESVEDGPRGPAGNASQGSAHLHSAQLALQADPKDCLFASQSGNQHRDVQMLDVYDLIPFDNPDGGVWKQGFDIKYEADEWDREPLQVFVVPHSHNDPGWLKTFNDYFRDKTQYIFNNMVLKLKEDSSRKFIWSEISYLAKWWDIIDNPKKEAVKSLLQNGQLEIVTGGWVMADEATTHYFALIDQLIEGHQWLEKNLGVKPRSGWAIDPFGHSPTMTYLLKRAGFSHMLIQRVHYSVKKHFSLQKTLEFFWRQNWDLGSTTDILCHMMPFYSYDIPHTCGPDPKICCQFDFKRLPGGRYGCPWGVPPEAISPGNVQSRAQMLLDQYRKKSKLFRTKVLLAPLGDDFRFSEYTEWDLQYRNYEQLFSYMNSQPHLKVKIQFGTLSDYFDALEKSVAAEKKGGQSVFPALSGDFFTYADRDD.... The pKi is 4.3. The drug is CN1C[C@@H](O)[C@H](O)[C@H]1CO. (7) The drug is CC(C)CN(C[C@@H](O)[C@H](Cc1ccc(OCCc2cccs2)cc1)NC(=O)O[C@H]1CO[C@H]2OCC[C@@H]12)S(=O)(=O)c1ccc2c(c1)OCO2. The target protein sequence is PQVTLWQRPLVTIKIGGQLKEALLDTGADDTVLEEMSLPGRWKPKMIGGVGGFIKVRQYDQILIEICGHKAIGTVLVGPTPVNIIGRNLLTQIGCTLNF. The pKi is 10.0.